From a dataset of Full USPTO retrosynthesis dataset with 1.9M reactions from patents (1976-2016). Predict the reactants needed to synthesize the given product. (1) The reactants are: [C:1](#[N:10])[CH:2]=[CH:3][C:4]1[CH:9]=[CH:8][CH:7]=[CH:6][CH:5]=1.[CH3:11][C:12]1[NH:16][N:15]=[C:14]([NH2:17])[CH:13]=1.[NH:18]1[CH2:23][CH2:22][S:21][CH2:20][CH2:19]1. Given the product [CH3:11][C:12]1[NH:16][N:15]=[C:14]([NH:17][C:3]2[CH:2]=[C:1]([N:18]3[CH2:23][CH2:22][S:21][CH2:20][CH2:19]3)[N:10]=[C:1]([CH:2]=[CH:3][C:4]3[CH:9]=[CH:8][CH:7]=[CH:6][CH:5]=3)[N:10]=2)[CH:13]=1, predict the reactants needed to synthesize it. (2) Given the product [F:1][C:2]1[CH:9]=[CH:8][C:5]([CH:6]=[CH:13][C:14]([OH:16])=[O:15])=[CH:4][C:3]=1[O:10][CH3:11], predict the reactants needed to synthesize it. The reactants are: [F:1][C:2]1[CH:9]=[CH:8][C:5]([CH:6]=O)=[CH:4][C:3]=1[O:10][CH3:11].C(O)(=O)[CH2:13][C:14]([OH:16])=[O:15].Cl. (3) Given the product [Cl:1][C:2]1[CH:3]=[C:4]([CH:23]=[CH:24][C:25]=1[O:26][CH2:28][C:29]1[CH:34]=[N:33][CH:32]=[CH:31][N:30]=1)[NH:5][C:6]1[C:15]2[C:10](=[CH:11][CH:12]=[CH:13][C:14]=2[O:16][CH:17]2[CH2:18][CH2:19][O:20][CH2:21][CH2:22]2)[N:9]=[CH:8][N:7]=1, predict the reactants needed to synthesize it. The reactants are: [Cl:1][C:2]1[CH:3]=[C:4]([CH:23]=[CH:24][C:25]=1[OH:26])[NH:5][C:6]1[C:15]2[C:10](=[CH:11][CH:12]=[CH:13][C:14]=2[O:16][CH:17]2[CH2:22][CH2:21][O:20][CH2:19][CH2:18]2)[N:9]=[CH:8][N:7]=1.Cl[CH2:28][C:29]1[CH:34]=[N:33][CH:32]=[CH:31][N:30]=1. (4) Given the product [Br:6][C:7]1[CH:14]=[CH:13][C:10]([CH:11]=[CH2:1])=[C:9]([F:15])[CH:8]=1, predict the reactants needed to synthesize it. The reactants are: [CH2:1]([Li])CCC.[Br:6][C:7]1[CH:14]=[CH:13][C:10]([CH:11]=O)=[C:9]([F:15])[CH:8]=1. (5) Given the product [F:11][C:12]1[CH:20]=[CH:19][C:15]([C:16]([NH:1][CH:2]2[C:10]3[C:5](=[CH:6][CH:7]=[CH:8][CH:9]=3)[CH2:4][CH2:3]2)=[O:17])=[CH:14][CH:13]=1, predict the reactants needed to synthesize it. The reactants are: [NH2:1][CH:2]1[C:10]2[C:5](=[CH:6][CH:7]=[CH:8][CH:9]=2)[CH2:4][CH2:3]1.[F:11][C:12]1[CH:20]=[CH:19][C:15]([C:16](Cl)=[O:17])=[CH:14][CH:13]=1. (6) Given the product [CH:1]1([N:5]2[CH2:11][CH2:10][C:9]3[CH:12]=[CH:13][C:14]([O:16][C:17]4[CH:18]=[CH:19][C:20]([C:23]5[NH:31][N:26]=[CH:25][CH:24]=5)=[CH:21][N:22]=4)=[CH:15][C:8]=3[CH2:7][CH2:6]2)[CH2:2][CH2:3][CH2:4]1, predict the reactants needed to synthesize it. The reactants are: [CH:1]1([N:5]2[CH2:11][CH2:10][C:9]3[CH:12]=[CH:13][C:14]([O:16][C:17]4[N:22]=[CH:21][C:20]([C:23](=O)/[CH:24]=[CH:25]/[N:26](C)C)=[CH:19][CH:18]=4)=[CH:15][C:8]=3[CH2:7][CH2:6]2)[CH2:4][CH2:3][CH2:2]1.O.[NH2:31]N. (7) The reactants are: Cl[C:2]1[CH:3]=[C:4]([CH:9]=[C:10]([CH:12]2[CH2:16][CH2:15][CH2:14][CH2:13]2)[N:11]=1)[C:5]([O:7]C)=[O:6].[CH3:17][O-:18].[Na+].CO. Given the product [CH:12]1([C:10]2[CH:9]=[C:4]([CH:3]=[C:2]([O:18][CH3:17])[N:11]=2)[C:5]([OH:7])=[O:6])[CH2:16][CH2:15][CH2:14][CH2:13]1, predict the reactants needed to synthesize it.